Dataset: Forward reaction prediction with 1.9M reactions from USPTO patents (1976-2016). Task: Predict the product of the given reaction. Given the reactants [NH2:1][C:2]1[N:6]([C:7]2[CH:12]=[CH:11][CH:10]=[CH:9][CH:8]=2)[N:5]=[C:4]([C:13]([OH:15])=O)[C:3]=1[CH3:16].CCN(C(C)C)C(C)C.ClC(OCC(C)C)=O.[CH3:34][N:35]([C:37]([O:39][C:40]([CH3:43])([CH3:42])[CH3:41])=[O:38])[NH2:36], predict the reaction product. The product is: [NH2:1][C:2]1[N:6]([C:7]2[CH:8]=[CH:9][CH:10]=[CH:11][CH:12]=2)[N:5]=[C:4]([C:13]([NH:36][N:35]([CH3:34])[C:37]([O:39][C:40]([CH3:43])([CH3:42])[CH3:41])=[O:38])=[O:15])[C:3]=1[CH3:16].